Dataset: Full USPTO retrosynthesis dataset with 1.9M reactions from patents (1976-2016). Task: Predict the reactants needed to synthesize the given product. (1) Given the product [CH2:1]([C:3]1[CH:4]=[N:5][C:6]([N:9]2[CH2:14][CH2:13][N:12]([C:30]3[N:31]=[CH:32][C:27]([C:52]4[CH:57]=[CH:56][C:55]([N:58]5[C:62](=[O:63])[N:61]([CH2:64][CH2:65][CH3:66])[N:60]=[CH:59]5)=[C:54]([F:67])[CH:53]=4)=[CH:28][CH:29]=3)[CH:11]([C:15]([F:18])([F:17])[F:16])[CH2:10]2)=[N:7][CH:8]=1)[CH3:2], predict the reactants needed to synthesize it. The reactants are: [CH2:1]([C:3]1[CH:4]=[N:5][C:6]([N:9]2[CH2:14][CH2:13][NH:12][CH:11]([C:15]([F:18])([F:17])[F:16])[CH2:10]2)=[N:7][CH:8]=1)[CH3:2].CC1(C)C(C)(C)OB([C:27]2[CH:28]=[CH:29][C:30](N3CCN(C(OC(C)(C)C)=O)CC3C(F)(F)F)=[N:31][CH:32]=2)O1.Br[C:52]1[CH:57]=[CH:56][C:55]([N:58]2[C:62](=[O:63])[N:61]([CH2:64][CH2:65][CH3:66])[N:60]=[CH:59]2)=[C:54]([F:67])[CH:53]=1. (2) Given the product [Cl:1][C:2]1[CH:9]=[CH:8][CH:7]=[C:6]([F:10])[C:3]=1[C:4]1[N:23]=[C:24]2[CH:25]=[CH:26][C:27]([S:30]([N:33]([CH3:35])[CH3:34])(=[O:32])=[O:31])=[CH:28][N:29]2[C:12]=1[NH:11][C:13]1[CH:22]=[CH:21][C:16]2[O:17][CH2:18][CH2:19][O:20][C:15]=2[CH:14]=1, predict the reactants needed to synthesize it. The reactants are: [Cl:1][C:2]1[CH:9]=[CH:8][CH:7]=[C:6]([F:10])[C:3]=1[CH:4]=O.[N+:11]([C:13]1[CH:22]=[CH:21][C:16]2[O:17][CH2:18][CH2:19][O:20][C:15]=2[CH:14]=1)#[C-:12].[NH2:23][C:24]1[N:29]=[CH:28][C:27]([S:30]([N:33]([CH3:35])[CH3:34])(=[O:32])=[O:31])=[CH:26][CH:25]=1.[Br-].C([N+]1C=CN(C)C=1)CCC. (3) Given the product [CH2:1]([C:3]([F:31])([CH2:29][CH3:30])[CH2:4][N:5]1[CH2:6][CH2:7][CH:8]([CH2:11][O:12][C:13]2[CH:14]=[N:15][C:16]([C:19]3[CH:27]=[CH:26][C:22]([C:23]([N:33]4[CH2:38][CH2:37][CH2:36][C@@H:35]([OH:39])[CH2:34]4)=[O:24])=[CH:21][C:20]=3[F:28])=[N:17][CH:18]=2)[CH2:9][CH2:10]1)[CH3:2], predict the reactants needed to synthesize it. The reactants are: [CH2:1]([C:3]([F:31])([CH2:29][CH3:30])[CH2:4][N:5]1[CH2:10][CH2:9][CH:8]([CH2:11][O:12][C:13]2[CH:14]=[N:15][C:16]([C:19]3[CH:27]=[CH:26][C:22]([C:23](O)=[O:24])=[CH:21][C:20]=3[F:28])=[N:17][CH:18]=2)[CH2:7][CH2:6]1)[CH3:2].Cl.[NH:33]1[CH2:38][CH2:37][CH2:36][C@@H:35]([OH:39])[CH2:34]1.C1C=CC2N(O)N=NC=2C=1.C(Cl)CCl.CCN(C(C)C)C(C)C.[NH4+].[Cl-]. (4) Given the product [C:10]([O:9][C:8](=[O:14])[NH:7][CH:4]1[CH2:3][CH2:2][N:1]([CH2:16][CH:17]([OH:19])[CH3:18])[CH2:6][CH2:5]1)([CH3:11])([CH3:13])[CH3:12], predict the reactants needed to synthesize it. The reactants are: [NH:1]1[CH2:6][CH2:5][CH:4]([NH:7][C:8](=[O:14])[O:9][C:10]([CH3:13])([CH3:12])[CH3:11])[CH2:3][CH2:2]1.Br[CH2:16][CH:17]([OH:19])[CH3:18].BrC(C)CO.C(N(CC)CC)C. (5) The reactants are: [CH3:1][CH:2]1[C:14](=[O:15])[C:5]2=[C:6]3[C:11](=[CH:12][CH:13]=[C:4]2[CH2:3]1)[CH:10]=[CH:9][CH:8]=[CH:7]3.[H-].[H-].[H-].[H-].[Li+].[Al+3].Cl. Given the product [CH3:1][CH:2]1[CH:14]([OH:15])[C:5]2=[C:6]3[C:11](=[CH:12][CH:13]=[C:4]2[CH2:3]1)[CH:10]=[CH:9][CH:8]=[CH:7]3, predict the reactants needed to synthesize it. (6) Given the product [CH2:3]=[C:2]([CH2:3][CH2:2][C:1]([O:5][C:6]([CH3:9])([CH3:8])[CH3:7])=[O:4])[C:1]([O:5][C:6]([CH3:9])([CH3:8])[CH3:7])=[O:4], predict the reactants needed to synthesize it. The reactants are: [C:1]([O:5][C:6]([CH3:9])([CH3:8])[CH3:7])(=[O:4])[CH:2]=[CH2:3].CN(C)P(N(C)C)N(C)C.